Dataset: Ames mutagenicity test results for genotoxicity prediction. Task: Regression/Classification. Given a drug SMILES string, predict its toxicity properties. Task type varies by dataset: regression for continuous values (e.g., LD50, hERG inhibition percentage) or binary classification for toxic/non-toxic outcomes (e.g., AMES mutagenicity, cardiotoxicity, hepatotoxicity). Dataset: ames. The drug is COc1ccc(C(=O)c2ccccc2O)c(O)c1. The result is 1 (mutagenic).